Dataset: Peptide-MHC class II binding affinity with 134,281 pairs from IEDB. Task: Regression. Given a peptide amino acid sequence and an MHC pseudo amino acid sequence, predict their binding affinity value. This is MHC class II binding data. (1) The MHC is DRB1_0405 with pseudo-sequence DRB1_0405. The peptide sequence is LGALLLWMGINARDRSIA. The binding affinity (normalized) is 0.380. (2) The peptide sequence is KSVPLEMLLINLTTI. The MHC is H-2-IAb with pseudo-sequence H-2-IAb. The binding affinity (normalized) is 0.116. (3) The peptide sequence is TLWQRPLVTIKIGGQLKEAL. The MHC is DRB3_0101 with pseudo-sequence DRB3_0101. The binding affinity (normalized) is 0.262. (4) The peptide sequence is MVGTILEMLGHRLDD. The MHC is HLA-DQA10501-DQB10201 with pseudo-sequence HLA-DQA10501-DQB10201. The binding affinity (normalized) is 0.164. (5) The peptide sequence is FETVTEASFPGKWKIIYFYP. The MHC is DRB1_1101 with pseudo-sequence DRB1_1101. The binding affinity (normalized) is 0.243.